From a dataset of Forward reaction prediction with 1.9M reactions from USPTO patents (1976-2016). Predict the product of the given reaction. (1) The product is: [CH3:1][C:2]1[C:11]2[C:6](=[CH:7][CH:8]=[CH:9][CH:10]=2)[CH:5]=[N:4][C:3]=1[N:12]([CH2:25][C:26]1[CH:31]=[CH:30][C:29]([O:32][C:33]([F:35])([F:36])[F:34])=[CH:28][CH:27]=1)[S:13]([C:16]1[CH:24]=[CH:23][C:19]([C:20]([NH2:43])=[O:22])=[CH:18][CH:17]=1)(=[O:15])=[O:14]. Given the reactants [CH3:1][C:2]1[C:11]2[C:6](=[CH:7][CH:8]=[CH:9][CH:10]=2)[CH:5]=[N:4][C:3]=1[N:12]([CH2:25][C:26]1[CH:31]=[CH:30][C:29]([O:32][C:33]([F:36])([F:35])[F:34])=[CH:28][CH:27]=1)[S:13]([C:16]1[CH:24]=[CH:23][C:19]([C:20]([O-:22])=O)=[CH:18][CH:17]=1)(=[O:15])=[O:14].[Na+].[Cl-].[NH4+].C([N:43](CC)C(C)C)(C)C.C[NH3+].F[P-](F)(F)(F)(F)F.N1(OC(N(C)C)=[N+](C)C)C2N=CC=CC=2N=N1.F[P-](F)(F)(F)(F)F.C(=O)([O-])O.[Na+], predict the reaction product. (2) The product is: [CH3:17][O:18][C:19]1[CH:24]=[C:23]([O:25][CH3:26])[CH:22]=[CH:21][C:20]=1[S:27]([NH:12][C:11]1[CH:13]=[CH:14][CH:15]=[C:9]([B:4]2[O:3][C:2]([CH3:16])([CH3:1])[C:6]([CH3:7])([CH3:8])[O:5]2)[CH:10]=1)(=[O:28])=[O:29]. Given the reactants [CH3:1][C:2]1([CH3:16])[C:6]([CH3:8])([CH3:7])[O:5][B:4]([C:9]2[CH:10]=[C:11]([CH:13]=[CH:14][CH:15]=2)[NH2:12])[O:3]1.[CH3:17][O:18][C:19]1[CH:24]=[C:23]([O:25][CH3:26])[CH:22]=[CH:21][C:20]=1[S:27](Cl)(=[O:29])=[O:28], predict the reaction product. (3) Given the reactants [Cl:1][S:2]([OH:5])(=O)=[O:3].S(Cl)(Cl)=O.[CH2:10]([O:13][C:14]1[CH:34]=[CH:33][CH:32]=[CH:31][C:15]=1[C:16]([NH:18][C:19]1[C:20]([CH2:28][CH2:29][CH3:30])=[N:21][N:22]([CH3:27])[C:23]=1[C:24](=[O:26])[NH2:25])=[O:17])[CH2:11][CH3:12], predict the reaction product. The product is: [CH2:10]([O:13][C:14]1[CH:34]=[CH:33][C:32]([S:2]([Cl:1])(=[O:5])=[O:3])=[CH:31][C:15]=1[C:16]([NH:18][C:19]1[C:20]([CH2:28][CH2:29][CH3:30])=[N:21][N:22]([CH3:27])[C:23]=1[C:24](=[O:26])[NH2:25])=[O:17])[CH2:11][CH3:12].